Dataset: Catalyst prediction with 721,799 reactions and 888 catalyst types from USPTO. Task: Predict which catalyst facilitates the given reaction. (1) Reactant: [Cl:1]N1C(=O)CCC1=O.CN(C=O)C.[C:14]1([CH2:20][CH:21]=[N:22][OH:23])[CH:19]=[CH:18][CH:17]=[CH:16][CH:15]=1.C(OCC)C. Product: [C:14]1([CH2:20][C:21]([Cl:1])=[N:22][OH:23])[CH:19]=[CH:18][CH:17]=[CH:16][CH:15]=1. The catalyst class is: 6. (2) Reactant: [C:1]1([C:14]([OH:16])=[O:15])[C:10]2[C:5](=[CH:6][CH:7]=[CH:8][CH:9]=2)[C:4]([C:11]([OH:13])=O)=[CH:3][CH:2]=1.[NH2:17][CH2:18][C@@H:19]([OH:36])[CH2:20][N:21]1[CH2:26][CH2:25][CH:24]([O:27][C:28]2[CH:33]=[CH:32][C:31]([Cl:34])=[C:30]([Cl:35])[CH:29]=2)[CH2:23][CH2:22]1.C(N(CC)CC)C.C1CN([P+](Br)(N2CCCC2)N2CCCC2)CC1.F[P-](F)(F)(F)(F)F. Product: [Cl:35][C:30]1[CH:29]=[C:28]([CH:33]=[CH:32][C:31]=1[Cl:34])[O:27][CH:24]1[CH2:23][CH2:22][N:21]([CH2:20][C@H:19]([OH:36])[CH2:18][NH:17][C:11]([C:4]2[C:5]3[C:10](=[CH:9][CH:8]=[CH:7][CH:6]=3)[C:1]([C:14]([OH:16])=[O:15])=[CH:2][CH:3]=2)=[O:13])[CH2:26][CH2:25]1. The catalyst class is: 60. (3) Reactant: [CH2:1]([O:8][C:9]1[CH:10]=[C:11]([CH:15]=[C:16]([N+:26]([O-:28])=[O:27])[C:17]=1[O:18][CH2:19][C:20]1[CH:25]=[CH:24][CH:23]=[CH:22][CH:21]=1)[C:12]([OH:14])=[O:13])[C:2]1[CH:7]=[CH:6][CH:5]=[CH:4][CH:3]=1.O/[N:30]=[C:31](\[NH2:42])/[C:32]1[CH:37]=[CH:36][CH:35]=[N:34][C:33]=1[C:38]([F:41])([F:40])[F:39]. Product: [CH2:1]([O:8][C:9]1[CH:10]=[C:11]([CH:15]=[C:16]([N+:26]([O-:28])=[O:27])[C:17]=1[O:18][CH2:19][C:20]1[CH:21]=[CH:22][CH:23]=[CH:24][CH:25]=1)[C:12]([O:14]/[N:30]=[C:31](\[NH2:42])/[C:32]1[CH:37]=[CH:36][CH:35]=[N:34][C:33]=1[C:38]([F:41])([F:39])[F:40])=[O:13])[C:2]1[CH:7]=[CH:6][CH:5]=[CH:4][CH:3]=1. The catalyst class is: 9.